From a dataset of Forward reaction prediction with 1.9M reactions from USPTO patents (1976-2016). Predict the product of the given reaction. (1) Given the reactants FC(F)(F)C(O)=O.C(OC([N:15]1[CH2:21][CH2:20][CH2:19][N:18]([C:22]2[N:30]([CH2:31][CH:32]=[C:33]([CH3:35])[CH3:34])[C:29]3[C:28](=[O:36])[N:27]([CH2:37][C:38]4[C:47]5[C:42](=[CH:43][CH:44]=[CH:45][CH:46]=5)[CH:41]=[CH:40][N:39]=4)[CH:26]=[N:25][C:24]=3[CH:23]=2)[CH2:17][CH2:16]1)=O)(C)(C)C, predict the reaction product. The product is: [N:18]1([C:22]2[N:30]([CH2:31][CH:32]=[C:33]([CH3:35])[CH3:34])[C:29]3[C:28](=[O:36])[N:27]([CH2:37][C:38]4[C:47]5[C:42](=[CH:43][CH:44]=[CH:45][CH:46]=5)[CH:41]=[CH:40][N:39]=4)[CH:26]=[N:25][C:24]=3[CH:23]=2)[CH2:19][CH2:20][CH2:21][NH:15][CH2:16][CH2:17]1. (2) Given the reactants [NH2:1][C:2]1[CH:7]=[C:6]([CH3:8])[C:5]([C:9](=[O:11])[CH3:10])=[C:4]([CH3:12])[CH:3]=1.[O-]P([O-])([O-])=O.[K+].[K+].[K+].I[C:22]1[CH:27]=[CH:26][CH:25]=[CH:24][CH:23]=1, predict the reaction product. The product is: [CH3:12][C:4]1[CH:3]=[C:2]([NH:1][C:22]2[CH:27]=[CH:26][CH:25]=[CH:24][CH:23]=2)[CH:7]=[C:6]([CH3:8])[C:5]=1[C:9](=[O:11])[CH3:10]. (3) The product is: [C-:1]#[N:2].[C-:1]#[N:2].[C-:1]#[N:2].[C-:1]#[N:2].[C-:1]#[N:2].[C-:1]#[N:2].[C-:1]#[N:2].[C-:1]#[N:2].[C-:1]#[N:2].[C-:1]#[N:2].[C-:1]#[N:2].[C-:1]#[N:2].[Co+3:13].[Co+3:13].[Zn+2:15].[Zn+2:15].[Zn+2:15]. Given the reactants [C-:1]#[N:2].[C-]#N.[C-]#N.[C-]#N.[C-]#N.[C-]#N.[Co:13].[Cl-].[Zn+2:15].[Cl-].C(O)(C)(C)C.[Co], predict the reaction product. (4) Given the reactants C[O:2][C:3](=[O:25])[CH2:4][C:5](=[O:24])[CH2:6][C:7]([CH:19]1[CH2:23][CH2:22][CH2:21][CH2:20]1)(O)[CH2:8][CH2:9][NH:10][C:11]([O:13][C:14]([CH3:17])([CH3:16])[CH3:15])=[O:12].[OH-].[Na+].C(O)(=O)C, predict the reaction product. The product is: [C:14]([O:13][C:11](=[O:12])[NH:10][CH2:9][CH2:8][C:7]1([CH:19]2[CH2:20][CH2:21][CH2:22][CH2:23]2)[CH2:6][C:5](=[O:24])[CH2:4][C:3](=[O:2])[O:25]1)([CH3:15])([CH3:16])[CH3:17]. (5) Given the reactants [CH3:1][O:2][C:3]1[N:8]=[C:7]([CH3:9])[C:6]([N+:10]([O-])=O)=[C:5]([CH3:13])[N:4]=1, predict the reaction product. The product is: [CH3:1][O:2][C:3]1[N:4]=[C:5]([CH3:13])[C:6]([NH2:10])=[C:7]([CH3:9])[N:8]=1. (6) Given the reactants [NH:1]1[CH2:6][CH2:5][CH:4]([CH2:7][OH:8])[CH2:3][CH2:2]1.[C:9](O[C:9]([O:11][C:12]([CH3:15])([CH3:14])[CH3:13])=[O:10])([O:11][C:12]([CH3:15])([CH3:14])[CH3:13])=[O:10], predict the reaction product. The product is: [OH:8][CH2:7][CH:4]1[CH2:5][CH2:6][N:1]([C:9]([O:11][C:12]([CH3:15])([CH3:14])[CH3:13])=[O:10])[CH2:2][CH2:3]1. (7) Given the reactants Br[C:2]1[CH:3]=[C:4]([CH:8]([OH:18])[CH2:9][CH2:10][NH:11][C:12](=[O:17])[C:13]([F:16])([F:15])[F:14])[CH:5]=[CH:6][CH:7]=1.[C:19]([C:21]1[CH:26]=[CH:25][CH:24]=[CH:23][CH:22]=1)#[CH:20], predict the reaction product. The product is: [F:14][C:13]([F:16])([F:15])[C:12]([NH:11][CH2:10][CH2:9][CH:8]([OH:18])[C:4]1[CH:5]=[CH:6][CH:7]=[C:2]([C:20]#[C:19][C:21]2[CH:26]=[CH:25][CH:24]=[CH:23][CH:22]=2)[CH:3]=1)=[O:17]. (8) Given the reactants [C:1]([NH:6][CH2:7][C:8]([NH:10][CH2:11][C:12]([OH:14])=[O:13])=[O:9])(=[O:5])[C:2]([CH3:4])=[CH2:3].[CH:15]1[C:20]([N+:21]([O-:23])=[O:22])=[CH:19][CH:18]=[C:17](O)[CH:16]=1.C1(N=C=NC2CCCCC2)CCCCC1, predict the reaction product. The product is: [N+:21]([C:20]1[CH:15]=[CH:16][C:17]([O:13][C:12](=[O:14])[CH2:11][NH:10][C:8](=[O:9])[CH2:7][NH:6][C:1](=[O:5])[C:2]([CH3:4])=[CH2:3])=[CH:18][CH:19]=1)([O-:23])=[O:22]. (9) Given the reactants [Cl:1][C:2]1[CH:3]=[C:4]([N:20]2[C:25](=[O:26])[NH:24][C:23](=[O:27])C(C#N)=[N:21]2)[CH:5]=[C:6]([Cl:19])[C:7]=1[O:8][C:9]1[CH:14]=[C:13]([CH:15]([CH3:17])[CH3:16])[C:12](=[O:18])[NH:11][N:10]=1.Cl.[OH-].[Na+].[C:33]([OH:36])(=[O:35])[CH3:34], predict the reaction product. The product is: [Cl:19][C:6]1[CH:5]=[C:4]([N:20]2[C:25](=[O:26])[NH:24][C:23](=[O:27])[C:34]([C:33]([OH:36])=[O:35])=[N:21]2)[CH:3]=[C:2]([Cl:1])[C:7]=1[O:8][C:9]1[CH:14]=[C:13]([CH:15]([CH3:17])[CH3:16])[C:12](=[O:18])[NH:11][N:10]=1. (10) Given the reactants [CH3:1][O:2][CH:3]([C:7]1[CH:12]=[CH:11][C:10]([Cl:13])=[CH:9][CH:8]=1)[CH2:4][CH2:5]Cl.[CH3:14][CH:15]([CH3:31])[C:16]([NH:18][C:19]1[CH:24]=[CH:23][CH:22]=[C:21]([CH:25]2[CH2:30][CH2:29][NH:28][CH2:27][CH2:26]2)[CH:20]=1)=[O:17].C(N(C(C)C)CC)(C)C, predict the reaction product. The product is: [Cl:13][C:10]1[CH:11]=[CH:12][C:7]([CH:3]([O:2][CH3:1])[CH2:4][CH2:5][N:28]2[CH2:29][CH2:30][CH:25]([C:21]3[CH:20]=[C:19]([NH:18][C:16](=[O:17])[CH:15]([CH3:14])[CH3:31])[CH:24]=[CH:23][CH:22]=3)[CH2:26][CH2:27]2)=[CH:8][CH:9]=1.